This data is from Catalyst prediction with 721,799 reactions and 888 catalyst types from USPTO. The task is: Predict which catalyst facilitates the given reaction. (1) Reactant: C1(S([N:10]2[C:14]3=[N:15][CH:16]=[C:17]([Cl:19])[CH:18]=[C:13]3[C:12]([CH2:20][C:21]3[CH:22]=[N:23][C:24](S(C)(=O)=O)=[N:25][CH:26]=3)=[CH:11]2)(=O)=O)C=CC=CC=1.CN1CCCC1=O.[F:38][C:39]1[CH:44]=[CH:43][C:42]([C@@H:45]([NH2:47])[CH3:46])=[CH:41][CH:40]=1.[OH-].[K+]. Product: [Cl:19][C:17]1[CH:18]=[C:13]2[C:12]([CH2:20][C:21]3[CH:26]=[N:25][C:24]([NH:47][C@H:45]([C:42]4[CH:43]=[CH:44][C:39]([F:38])=[CH:40][CH:41]=4)[CH3:46])=[N:23][CH:22]=3)=[CH:11][NH:10][C:14]2=[N:15][CH:16]=1. The catalyst class is: 15. (2) Reactant: [CH2:1]([O:8][CH2:9][CH2:10][CH2:11][CH2:12][O:13][C:14]1([C:25]2[CH:30]=[CH:29][CH:28]=[CH:27][C:26]=2[CH3:31])[CH2:17][N:16](C(OC(C)(C)C)=O)[CH2:15]1)[C:2]1[CH:7]=[CH:6][CH:5]=[CH:4][CH:3]=1.[F:32][C:33]([F:38])([F:37])[C:34]([OH:36])=[O:35]. Product: [F:32][C:33]([F:38])([F:37])[C:34]([OH:36])=[O:35].[CH2:1]([O:8][CH2:9][CH2:10][CH2:11][CH2:12][O:13][C:14]1([C:25]2[CH:30]=[CH:29][CH:28]=[CH:27][C:26]=2[CH3:31])[CH2:17][NH:16][CH2:15]1)[C:2]1[CH:7]=[CH:6][CH:5]=[CH:4][CH:3]=1. The catalyst class is: 4. (3) Reactant: [Br:1][C:2]1[CH:3]=[C:4]([NH2:19])[CH:5]=[C:6]([NH:8][C:9]2[N:14]=[C:13]([C:15]([F:18])([F:17])[F:16])[CH:12]=[CH:11][N:10]=2)[CH:7]=1.N1C=CC=CC=1.[C:26](Cl)(=[O:28])[CH3:27].O. Product: [Br:1][C:2]1[CH:3]=[C:4]([NH:19][C:26](=[O:28])[CH3:27])[CH:5]=[C:6]([NH:8][C:9]2[N:14]=[C:13]([C:15]([F:17])([F:18])[F:16])[CH:12]=[CH:11][N:10]=2)[CH:7]=1. The catalyst class is: 4. (4) Reactant: [CH:1]([N:4]=[C:5]=[O:6])([CH3:3])[CH3:2].[NH2:7][C:8]([CH3:33])([CH3:32])[CH2:9][NH:10][C:11]1[C:20]2[C:15](=[CH:16][C:17]([O:21][CH2:22][C:23]3[CH:28]=[CH:27][CH:26]=[CH:25][CH:24]=3)=[CH:18][CH:19]=2)[N:14]=[CH:13][C:12]=1[N+:29]([O-:31])=[O:30]. Product: [CH2:22]([O:21][C:17]1[CH:16]=[C:15]2[C:20]([C:11]([NH:10][CH2:9][C:8]([NH:7][C:5]([NH:4][CH:1]([CH3:3])[CH3:2])=[O:6])([CH3:33])[CH3:32])=[C:12]([N+:29]([O-:31])=[O:30])[CH:13]=[N:14]2)=[CH:19][CH:18]=1)[C:23]1[CH:28]=[CH:27][CH:26]=[CH:25][CH:24]=1. The catalyst class is: 4. (5) Reactant: Cl[C:2]1[CH:7]=[C:6]([C:8]#[N:9])[CH:5]=[CH:4][C:3]=1[CH2:10][C:11]([O:13][CH3:14])=[O:12].[NH2:15][OH:16].[ClH:17].C([O-])(O)=O.[Na+]. The catalyst class is: 5. Product: [Cl:17][C:2]1[CH:7]=[C:6]([C:8](=[NH:9])[NH:15][OH:16])[CH:5]=[CH:4][C:3]=1[CH2:10][C:11]([O:13][CH3:14])=[O:12].